From a dataset of Forward reaction prediction with 1.9M reactions from USPTO patents (1976-2016). Predict the product of the given reaction. The product is: [CH3:1][O:2][C:3]([C@@H:5]1[CH2:10][CH2:9][CH2:8][CH2:7][C@@H:6]1[NH2:11])=[O:4]. Given the reactants [CH3:1][O:2][C:3]([C@@H:5]1[CH2:10][CH2:9][CH2:8][CH2:7][C@@H:6]1[NH:11]C(OCC1C=CC=CC=1)=O)=[O:4], predict the reaction product.